This data is from Catalyst prediction with 721,799 reactions and 888 catalyst types from USPTO. The task is: Predict which catalyst facilitates the given reaction. (1) Reactant: [CH:1]([N:4]1[C:8]2[CH:9]=[CH:10][CH:11]=[CH:12][C:7]=2[NH:6][C:5]1=[O:13])([CH3:3])[CH3:2].CCN(CC)CC.[NH2:21][CH2:22][CH:23]1[CH2:28][CH2:27][N:26]([CH2:29][C:30]2([C:36]([O:38][C:39]([CH3:42])([CH3:41])[CH3:40])=[O:37])[CH2:35][CH2:34][O:33][CH2:32][CH2:31]2)[CH2:25][CH2:24]1.[C:43]([O-])(O)=[O:44].[Na+]. Product: [CH:1]([N:4]1[C:8]2[CH:9]=[CH:10][CH:11]=[CH:12][C:7]=2[N:6]([C:43]([NH:21][CH2:22][CH:23]2[CH2:28][CH2:27][N:26]([CH2:29][C:30]3([C:36]([O:38][C:39]([CH3:42])([CH3:41])[CH3:40])=[O:37])[CH2:35][CH2:34][O:33][CH2:32][CH2:31]3)[CH2:25][CH2:24]2)=[O:44])[C:5]1=[O:13])([CH3:3])[CH3:2]. The catalyst class is: 2. (2) Reactant: C([N:5]1[C:9]2[N:10]=[C:11]([Cl:14])[N:12]=[CH:13][C:8]=2[CH:7]=[C:6]1[C:15]1[C:20]([Cl:21])=[CH:19][CH:18]=[CH:17][C:16]=1[Cl:22])(C)(C)C. Product: [Cl:14][C:11]1[N:12]=[CH:13][C:8]2[CH:7]=[C:6]([C:15]3[C:20]([Cl:21])=[CH:19][CH:18]=[CH:17][C:16]=3[Cl:22])[NH:5][C:9]=2[N:10]=1. The catalyst class is: 82. (3) Reactant: [C:1]([O:9][C:10]1[CH:15]=[C:14]([OH:16])[C:13]([NH:17][C:18](=[O:25])[C:19]2[CH:24]=[CH:23][CH:22]=[CH:21][CH:20]=2)=[CH:12][C:11]=1[Cl:26])(=[O:8])[C:2]1[CH:7]=[CH:6][CH:5]=[CH:4][CH:3]=1.[N+](C1C=C(S(O[CH2:40][C@:41]2(C)[CH2:43][O:42]2)(=O)=O)C=CC=1)([O-])=O.CN(C=O)C. Product: [C:1]([O:9][C:10]1[CH:15]=[C:14]([O:16][CH2:40][C@@H:41]2[CH2:43][O:42]2)[C:13]([NH:17][C:18](=[O:25])[C:19]2[CH:20]=[CH:21][CH:22]=[CH:23][CH:24]=2)=[CH:12][C:11]=1[Cl:26])(=[O:8])[C:2]1[CH:7]=[CH:6][CH:5]=[CH:4][CH:3]=1. The catalyst class is: 6. (4) Reactant: C1(P([N:15]=[N+:16]=[N-:17])(C2C=CC=CC=2)=O)C=CC=CC=1.[Cl:18][C:19]1[CH:20]=[CH:21][C:22]([CH:25](O)[CH3:26])=[N:23][CH:24]=1.N12CCCN=C1CCCCC2.O. Product: [N:15]([CH:25]([C:22]1[CH:21]=[CH:20][C:19]([Cl:18])=[CH:24][N:23]=1)[CH3:26])=[N+:16]=[N-:17]. The catalyst class is: 715. (5) Reactant: [CH3:1][O:2][C:3]1[CH:8]=[CH:7][CH:6]=[CH:5][C:4]=1[N:9]1[CH2:14][CH2:13][N:12]([CH2:15][CH2:16][C:17]([C:25]([CH:27]2[CH2:32][CH2:31][CH2:30][CH2:29][CH2:28]2)=[O:26])([C:19]2[CH:24]=[CH:23][CH:22]=[CH:21][CH:20]=2)[CH3:18])[CH2:11][CH2:10]1.[C:33]([OH:40])(=[O:39])/[CH:34]=[CH:35]\[C:36]([OH:38])=[O:37].CC(OC)(C)C. Product: [C:33]([OH:40])(=[O:39])/[CH:34]=[CH:35]\[C:36]([OH:38])=[O:37].[CH3:1][O:2][C:3]1[CH:8]=[CH:7][CH:6]=[CH:5][C:4]=1[N:9]1[CH2:10][CH2:11][N:12]([CH2:15][CH2:16][C:17]([C:25]([CH:27]2[CH2:32][CH2:31][CH2:30][CH2:29][CH2:28]2)=[O:26])([C:19]2[CH:20]=[CH:21][CH:22]=[CH:23][CH:24]=2)[CH3:18])[CH2:13][CH2:14]1. The catalyst class is: 5.